This data is from Forward reaction prediction with 1.9M reactions from USPTO patents (1976-2016). The task is: Predict the product of the given reaction. (1) Given the reactants C([NH:8][CH2:9][C@@H:10]1[CH2:15][CH2:14][C@H:13]([NH:16][C:17]2[N+:18]([O-])=[CH:19][C:20]([CH3:26])=[C:21]([N:23]([CH3:25])[CH3:24])[CH:22]=2)[CH2:12][CH2:11]1)C1C=CC=CC=1.C1CCCCC=1, predict the reaction product. The product is: [NH2:8][CH2:9][C@@H:10]1[CH2:11][CH2:12][C@H:13]([NH:16][C:17]2[CH:22]=[C:21]([N:23]([CH3:25])[CH3:24])[C:20]([CH3:26])=[CH:19][N:18]=2)[CH2:14][CH2:15]1. (2) Given the reactants C([O:3][C:4]([CH:6]1[CH2:11][CH2:10][N:9]([C:12]2[C:21]3[CH:20]=[N:19][C:18]([NH:22][CH2:23][C:24]4[CH:29]=[CH:28][CH:27]=[CH:26][C:25]=4[Cl:30])=[N:17][C:16]=3[CH:15]=[CH:14][N:13]=2)[CH2:8][CH2:7]1)=[O:5])C.[OH-].[Na+], predict the reaction product. The product is: [Cl:30][C:25]1[CH:26]=[CH:27][CH:28]=[CH:29][C:24]=1[CH2:23][NH:22][C:18]1[N:19]=[CH:20][C:21]2[C:12]([N:9]3[CH2:8][CH2:7][CH:6]([C:4]([OH:5])=[O:3])[CH2:11][CH2:10]3)=[N:13][CH:14]=[CH:15][C:16]=2[N:17]=1. (3) Given the reactants Cl[C:2]1[N:7]=[C:6]([Cl:8])[N:5]=[CH:4][N:3]=1.C([O-])([O-])=O.[K+].[K+].[Cl:15][C:16]1[CH:25]=[C:24]2[C:19]([CH2:20][CH2:21][CH2:22][NH:23]2)=[CH:18][CH:17]=1, predict the reaction product. The product is: [Cl:15][C:16]1[CH:25]=[C:24]2[C:19]([CH2:20][CH2:21][CH2:22][N:23]2[C:2]2[N:7]=[C:6]([Cl:8])[N:5]=[CH:4][N:3]=2)=[CH:18][CH:17]=1.